From a dataset of Reaction yield outcomes from USPTO patents with 853,638 reactions. Predict the reaction yield, written as a fraction of the theoretical maximum amount of product (1.0 means a 100% yield; for example, 0.34 means a 34% yield). (1) The catalyst is C1COCC1. The reactants are [CH3:1][O:2][C:3]1[CH:11]=[CH:10][C:6]([C:7](Cl)=[O:8])=[CH:5][C:4]=1[N+:12]([O-:14])=[O:13].[Br:15][C:16]1[CH:21]=[CH:20][C:19]([OH:22])=[C:18]([NH2:23])[CH:17]=1.C(N(CC)CC)C. The product is [OH:22][C:19]1[CH:20]=[CH:21][C:16]([Br:15])=[CH:17][C:18]=1[NH:23][C:7](=[O:8])[C:6]1[CH:10]=[CH:11][C:3]([O:2][CH3:1])=[C:4]([N+:12]([O-:14])=[O:13])[CH:5]=1. The yield is 0.420. (2) The reactants are [F:1][C:2]([F:17])([F:16])[C:3]1[N:4]=[C:5]([CH2:12][C:13]([OH:15])=O)[N:6]2[CH:11]=[CH:10][CH:9]=[CH:8][C:7]=12.[F:18][C:19]1[CH:24]=[CH:23][C:22]([N:25]2[C:33]3[CH2:32][CH2:31][CH2:30][NH:29][C:28]=3[CH:27]=[N:26]2)=[CH:21][CH:20]=1. No catalyst specified. The product is [F:18][C:19]1[CH:20]=[CH:21][C:22]([N:25]2[C:33]3[CH2:32][CH2:31][CH2:30][N:29]([C:13](=[O:15])[CH2:12][C:5]4[N:6]5[CH:11]=[CH:10][CH:9]=[CH:8][C:7]5=[C:3]([C:2]([F:1])([F:17])[F:16])[N:4]=4)[C:28]=3[CH:27]=[N:26]2)=[CH:23][CH:24]=1. The yield is 0.720. (3) The reactants are [CH3:1][O:2][C:3]1[CH:28]=[CH:27][C:6]([CH2:7][N:8]2[C:13]3[N:14]=[CH:15][C:16]([CH2:18][O:19]COC)=[CH:17][C:12]=3[C:11]3=[N:23][CH:24]=[N:25][N:10]3[C:9]2=[O:26])=[CH:5][CH:4]=1.Cl. The catalyst is CO. The product is [OH:19][CH2:18][C:16]1[CH:15]=[N:14][C:13]2[N:8]([CH2:7][C:6]3[CH:5]=[CH:4][C:3]([O:2][CH3:1])=[CH:28][CH:27]=3)[C:9](=[O:26])[N:10]3[N:25]=[CH:24][N:23]=[C:11]3[C:12]=2[CH:17]=1. The yield is 0.590. (4) The reactants are [F:1][C:2]1[CH:7]=[CH:6][CH:5]=[CH:4][C:3]=1[C:8]1[NH:12][CH:11]=[C:10]([CH:13]=[O:14])[CH:9]=1.[Cl:15]N1C(=O)CCC1=O.O. The catalyst is CN(C)C=O. The product is [Cl:15][C:9]1[C:10]([CH:13]=[O:14])=[CH:11][NH:12][C:8]=1[C:3]1[CH:4]=[CH:5][CH:6]=[CH:7][C:2]=1[F:1]. The yield is 0.460. (5) The yield is 0.540. No catalyst specified. The product is [N:12]1([C:2]2[CH:3]=[C:4]([CH:9]=[CH:10][N:11]=2)[C:5]([OH:7])=[O:6])[C:16]2[CH:17]=[CH:18][CH:19]=[CH:20][C:15]=2[N:14]=[CH:13]1. The reactants are Br[C:2]1[CH:3]=[C:4]([CH:9]=[CH:10][N:11]=1)[C:5]([O:7]C)=[O:6].[NH:12]1[C:16]2[CH:17]=[CH:18][CH:19]=[CH:20][C:15]=2[N:14]=[CH:13]1. (6) The reactants are [Cl:1][C:2]1[CH:10]=[CH:9][C:8](F)=[CH:7][C:3]=1[C:4]([NH2:6])=[O:5].[NH:12]1[CH2:16][CH:15]=[CH:14][CH2:13]1. The catalyst is CN(C=O)C. The product is [Cl:1][C:2]1[CH:10]=[CH:9][C:8]([N:12]2[CH2:16][CH:15]=[CH:14][CH2:13]2)=[CH:7][C:3]=1[C:4]([NH2:6])=[O:5]. The yield is 0.220. (7) The reactants are [C:1]([O:5][C:6]([NH:8][CH2:9][CH2:10][CH2:11][CH2:12][CH2:13][CH2:14][CH2:15][CH2:16][CH2:17][CH2:18][C:19](O)=[O:20])=[O:7])([CH3:4])([CH3:3])[CH3:2]. The catalyst is O1CCCC1. The product is [C:1]([O:5][C:6](=[O:7])[NH:8][CH2:9][CH2:10][CH2:11][CH2:12][CH2:13][CH2:14][CH2:15][CH2:16][CH2:17][CH2:18][CH2:19][OH:20])([CH3:4])([CH3:2])[CH3:3]. The yield is 0.980. (8) The product is [Cl:1][C:2]1[CH:7]=[C:6]([O:8][CH2:44][CH2:45][CH2:46][S:47]([CH3:50])(=[O:49])=[O:48])[CH:5]=[CH:4][C:3]=1[C:9]1[CH:14]=[CH:13][CH:12]=[C:11]([CH2:15][O:16][C:17]2[CH:22]=[CH:21][C:20]([C:23]3([CH2:27][C:28]([O:30][CH2:31][CH3:32])=[O:29])[CH2:24][O:25][CH2:26]3)=[CH:19][CH:18]=2)[CH:10]=1. The yield is 0.910. The catalyst is CN(C=O)C. The reactants are [Cl:1][C:2]1[CH:7]=[C:6]([OH:8])[CH:5]=[CH:4][C:3]=1[C:9]1[CH:14]=[CH:13][CH:12]=[C:11]([CH2:15][O:16][C:17]2[CH:22]=[CH:21][C:20]([C:23]3([CH2:27][C:28]([O:30][CH2:31][CH3:32])=[O:29])[CH2:26][O:25][CH2:24]3)=[CH:19][CH:18]=2)[CH:10]=1.CC1C=CC(S(O[CH2:44][CH2:45][CH2:46][S:47]([CH3:50])(=[O:49])=[O:48])(=O)=O)=CC=1.C(=O)([O-])[O-].[Cs+].[Cs+]. (9) The reactants are Br[C:2]1[C:7]([N+:8]([O-])=O)=[CH:6][CH:5]=[CH:4][C:3]=1[F:11].[C:12]([C:15]1[CH:16]=[C:17](B(O)O)[CH:18]=[CH:19][CH:20]=1)(=[O:14])[CH3:13].[C:24](=O)([O-])[O-].[K+].[K+].O1[CH2:35][CH2:34]OCC1. The catalyst is [Pd+2].ClC1C=C[C-](P(C2C=CC=CC=2)C2C=CC=CC=2)C=1Cl.[C-]1(P(C2C=CC=CC=2)C2C=CC=CC=2)C=CC=C1.[Fe+2]. The product is [F:11][C:3]1[CH:4]=[CH:5][CH:6]=[C:7]2[C:2]=1[C:19]1[CH:20]=[C:15]([C:12](=[O:14])[CH3:13])[CH:16]=[CH:17][C:18]=1[N:8]2[CH2:24][CH2:34][CH3:35]. The yield is 0.840. (10) The reactants are [O:1]1[CH:5]=[CH:4][CH:3]=[C:2]1[C:6]1[NH:18][C:9]2=[N:10][CH:11]=[C:12]([S:14]([CH3:17])(=[O:16])=[O:15])[CH:13]=[C:8]2[CH:7]=1.[H-].[Na+].Cl.[N:22]1[CH:27]=[CH:26][CH:25]=[CH:24][C:23]=1[CH2:28]Cl.C(=O)([O-])O.[Na+]. The catalyst is CN(C)C=O. The product is [O:1]1[CH:5]=[CH:4][CH:3]=[C:2]1[C:6]1[N:18]([CH2:28][C:23]2[CH:24]=[CH:25][CH:26]=[CH:27][N:22]=2)[C:9]2=[N:10][CH:11]=[C:12]([S:14]([CH3:17])(=[O:16])=[O:15])[CH:13]=[C:8]2[CH:7]=1. The yield is 0.370.